The task is: Predict the reactants needed to synthesize the given product.. This data is from Full USPTO retrosynthesis dataset with 1.9M reactions from patents (1976-2016). (1) Given the product [CH3:28][S:29]([O:1][C:2]1[CH:7]=[C:6]([O:8][C:9]2[CH:10]=[CH:11][C:12]([S:15]([CH3:18])(=[O:17])=[O:16])=[CH:13][CH:14]=2)[CH:5]=[CH:4][C:3]=1[NH:19][N:20]=[C:21]([CH3:27])[C:22]([O:24][CH2:25][CH3:26])=[O:23])(=[O:31])=[O:30], predict the reactants needed to synthesize it. The reactants are: [OH:1][C:2]1[CH:7]=[C:6]([O:8][C:9]2[CH:14]=[CH:13][C:12]([S:15]([CH3:18])(=[O:17])=[O:16])=[CH:11][CH:10]=2)[CH:5]=[CH:4][C:3]=1[NH:19][N:20]=[C:21]([CH3:27])[C:22]([O:24][CH2:25][CH3:26])=[O:23].[CH3:28][S:29](Cl)(=[O:31])=[O:30]. (2) Given the product [CH3:25][C:24]([CH3:27])([CH3:26])[CH2:23][C:20]1[CH:21]=[C:22]2[C@@H:13]([NH:12][CH2:11][C@@H:10]([OH:32])[C@@H:9]([NH:33][C:34](=[O:38])[CH2:35][O:36][CH3:37])[CH2:8][C:4]3[CH:5]=[CH:6][CH:7]=[C:2]([F:1])[CH:3]=3)[CH2:14][C:15]3([CH2:31][CH2:30][CH2:29]3)[O:16][C:17]2=[C:18]([O:76][CH2:75][C:74]([F:78])([F:77])[F:73])[N:19]=1, predict the reactants needed to synthesize it. The reactants are: [F:1][C:2]1[CH:3]=[C:4]([CH2:8][C@H:9]([NH:33][C:34](=[O:38])[CH2:35][O:36][CH3:37])[C@H:10]([OH:32])[CH2:11][NH:12][C@@H:13]2[C:22]3[C:17](=[C:18](Cl)[N:19]=[C:20]([CH2:23][C:24]([CH3:27])([CH3:26])[CH3:25])[CH:21]=3)[O:16][C:15]3([CH2:31][CH2:30][CH2:29]3)[CH2:14]2)[CH:5]=[CH:6][CH:7]=1.C(=O)([O-])[O-].[Cs+].[Cs+].CN(C1C(C2C(P(C3CCCCC3)C3CCCCC3)=CC=CC=2)=CC=CC=1)C.[F:73][C:74]([F:78])([F:77])[CH2:75][OH:76]. (3) Given the product [Br:1][C:2]1[CH:3]=[CH:4][CH:5]=[C:6]2[C:11]=1[N:10]=[C:9]([C:26]1[CH:27]=[CH:28][C:23]([C:21]([N:18]3[CH2:19][CH2:20][N:15]([CH2:13][CH3:14])[CH2:16][CH2:17]3)=[O:22])=[C:24]([CH3:38])[CH:25]=1)[CH:8]=[N:7]2, predict the reactants needed to synthesize it. The reactants are: [Br:1][C:2]1[CH:3]=[CH:4][CH:5]=[C:6]2[C:11]=1[N:10]=[C:9](Cl)[CH:8]=[N:7]2.[CH2:13]([N:15]1[CH2:20][CH2:19][N:18]([C:21]([C:23]2[CH:28]=[CH:27][C:26](B3OC(C)(C)C(C)(C)O3)=[CH:25][C:24]=2[CH3:38])=[O:22])[CH2:17][CH2:16]1)[CH3:14].[O-]P([O-])([O-])=O.[K+].[K+].[K+].